This data is from Peptide-MHC class I binding affinity with 185,985 pairs from IEDB/IMGT. The task is: Regression. Given a peptide amino acid sequence and an MHC pseudo amino acid sequence, predict their binding affinity value. This is MHC class I binding data. (1) The peptide sequence is LAAPCRNAL. The MHC is HLA-B07:02 with pseudo-sequence HLA-B07:02. The binding affinity (normalized) is 0.693. (2) The peptide sequence is RTWFYRTEF. The MHC is HLA-B27:03 with pseudo-sequence HLA-B27:03. The binding affinity (normalized) is 0.0847. (3) The peptide sequence is YELWPTKWKL. The MHC is Mamu-A11 with pseudo-sequence Mamu-A11. The binding affinity (normalized) is 0.880. (4) The peptide sequence is AENDDVRST. The MHC is HLA-B40:02 with pseudo-sequence HLA-B40:02. The binding affinity (normalized) is 0.566. (5) The peptide sequence is DANVVSSST. The MHC is HLA-A02:01 with pseudo-sequence HLA-A02:01. The binding affinity (normalized) is 0.174.